This data is from Reaction yield outcomes from USPTO patents with 853,638 reactions. The task is: Predict the reaction yield, written as a fraction of the theoretical maximum amount of product (1.0 means a 100% yield; for example, 0.34 means a 34% yield). (1) The reactants are [CH3:1][CH:2]([CH2:6][CH2:7][CH2:8][CH:9]([CH3:11])[CH3:10])[CH2:3][CH2:4][OH:5].[H-].[Na+].Cl[S:15]([N:18]=C=O)(=[O:17])=[O:16].C(O)=O. The catalyst is CC#N.CN(C=O)C. The product is [S:15](=[O:17])(=[O:16])([O:5][CH2:4][CH2:3][CH:2]([CH3:1])[CH2:6][CH2:7][CH2:8][CH:9]([CH3:11])[CH3:10])[NH2:18]. The yield is 0.820. (2) The product is [O:22]1[C:23]2[CH:29]=[CH:28][CH:27]=[CH:26][C:24]=2[N:25]=[C:21]1[N:18]1[C:19]2[C:14](=[CH:13][CH:12]=[C:11]([Br:10])[CH:20]=2)[N:15]([C:34]([CH:31]2[CH2:33][CH2:32]2)=[O:35])[C@@H:16]([CH3:30])[CH2:17]1. The catalyst is ClCCCl. The reactants are C(N(CC)C(C)C)(C)C.[Br:10][C:11]1[CH:20]=[C:19]2[C:14]([NH:15][C@@H:16]([CH3:30])[CH2:17][N:18]2[C:21]2[O:22][C:23]3[CH:29]=[CH:28][CH:27]=[CH:26][C:24]=3[N:25]=2)=[CH:13][CH:12]=1.[CH:31]1([C:34](Cl)=[O:35])[CH2:33][CH2:32]1. The yield is 0.990.